Dataset: Forward reaction prediction with 1.9M reactions from USPTO patents (1976-2016). Task: Predict the product of the given reaction. Given the reactants Br[C:2]1[N:7]=[CH:6][C:5]2[N:8]=[C:9]([C:13]3[C:14]([NH2:18])=[N:15][O:16][N:17]=3)[N:10]([CH2:11][CH3:12])[C:4]=2[CH:3]=1.[CH2:19]([NH2:26])[C:20]1[CH:25]=[CH:24][CH:23]=[CH:22][CH:21]=1.OC1C=CC=CC=1C(OC1C=CC=CC=1)=O.C(=O)([O-])[O-].[K+].[K+], predict the reaction product. The product is: [NH2:18][C:14]1[C:13]([C:9]2[N:10]([CH2:11][CH3:12])[C:4]3[CH:3]=[C:2]([NH:26][CH2:19][C:20]4[CH:25]=[CH:24][CH:23]=[CH:22][CH:21]=4)[N:7]=[CH:6][C:5]=3[N:8]=2)=[N:17][O:16][N:15]=1.